From a dataset of Full USPTO retrosynthesis dataset with 1.9M reactions from patents (1976-2016). Predict the reactants needed to synthesize the given product. Given the product [CH3:26][C:27]1[S:28][C:29]([CH2:32][CH:33]2[CH2:38][CH2:37][CH:36]([C:39]3[S:40][C:41]([C:44]4[CH:45]=[CH:46][C:47]([NH2:50])=[CH:48][CH:49]=4)=[CH:42][N:43]=3)[CH2:35][CH2:34]2)=[N:30][N:31]=1, predict the reactants needed to synthesize it. The reactants are: CC1OC(CC2CCC(C3SC(C4C=CC(N)=CC=4)=CN=3)CC2)=NN=1.[CH3:26][C:27]1[S:28][C:29]([CH2:32][CH:33]2[CH2:38][CH2:37][CH:36]([C:39]3[S:40][C:41]([C:44]4[CH:49]=[CH:48][C:47]([N+:50]([O-])=O)=[CH:46][CH:45]=4)=[CH:42][N:43]=3)[CH2:35][CH2:34]2)=[N:30][N:31]=1.